This data is from Forward reaction prediction with 1.9M reactions from USPTO patents (1976-2016). The task is: Predict the product of the given reaction. (1) Given the reactants [CH:1]([C:4]1[CH:5]=[C:6]([C@@H:10]([NH:12][C:13]([C:15]2[CH:40]=[CH:39][C:18]3[N:19]([CH2:22][C:23]4[CH:28]=[CH:27][C:26]([C:29]5[C:30]([C:35]([O:37]C)=[O:36])=[N:31][CH:32]=[CH:33][CH:34]=5)=[CH:25][CH:24]=4)[CH:20]=[N:21][C:17]=3[CH:16]=2)=[O:14])[CH3:11])[CH:7]=[CH:8][CH:9]=1)([CH3:3])[CH3:2].[Li+].[OH-], predict the reaction product. The product is: [CH:1]([C:4]1[CH:5]=[C:6]([C@@H:10]([NH:12][C:13]([C:15]2[CH:40]=[CH:39][C:18]3[N:19]([CH2:22][C:23]4[CH:28]=[CH:27][C:26]([C:29]5[C:30]([C:35]([OH:37])=[O:36])=[N:31][CH:32]=[CH:33][CH:34]=5)=[CH:25][CH:24]=4)[CH:20]=[N:21][C:17]=3[CH:16]=2)=[O:14])[CH3:11])[CH:7]=[CH:8][CH:9]=1)([CH3:2])[CH3:3]. (2) Given the reactants [C:1]1([C:7]2([OH:15])[CH2:14][CH:10]3[CH2:11][NH:12][CH2:13][CH:9]3[CH2:8]2)[CH:6]=[CH:5][CH:4]=[CH:3][CH:2]=1.Br[C:17]1[CH:22]=[CH:21][CH:20]=[CH:19][N:18]=1.CC(OC1C=CC=C(OC(C)C)C=1C1C(P(C2CCCCC2)C2CCCCC2)=CC=CC=1)C.CC(C)([O-])C.[Na+], predict the reaction product. The product is: [C:1]1([C:7]2([OH:15])[CH2:14][CH:10]3[CH2:11][N:12]([C:17]4[CH:22]=[CH:21][CH:20]=[CH:19][N:18]=4)[CH2:13][CH:9]3[CH2:8]2)[CH:2]=[CH:3][CH:4]=[CH:5][CH:6]=1. (3) Given the reactants [CH:1]1([CH2:5][CH2:6][CH2:7][C@@H:8]([C:13]2[O:14][CH:15]=[C:16]([C:18]([N:20]([CH3:22])[CH3:21])=[O:19])[N:17]=2)[CH2:9][C:10](O)=[O:11])[CH2:4][CH2:3][CH2:2]1.CN1CCOCC1.ClC(OCC(C)C)=O.C[Si](C)(C)[O:40][NH2:41], predict the reaction product. The product is: [CH:1]1([CH2:5][CH2:6][CH2:7][C@@H:8]([C:13]2[O:14][CH:15]=[C:16]([C:18]([N:20]([CH3:22])[CH3:21])=[O:19])[N:17]=2)[CH2:9][C:10]([NH:41][OH:40])=[O:11])[CH2:4][CH2:3][CH2:2]1. (4) The product is: [CH3:19][O:18][C:15]1[CH:16]=[C:17]2[C:12]([CH:11]=[CH:10][CH:9]=[C:8]2[CH:7]=[CH2:6])=[CH:13][CH:14]=1. Given the reactants CS(O[CH2:6][CH2:7][C:8]1[C:17]2[C:12](=[CH:13][CH:14]=[C:15]([O:18][CH3:19])[CH:16]=2)[CH:11]=[CH:10][CH:9]=1)(=O)=O.[K].CCSC(N(CC(C)C)CC(C)C)=O, predict the reaction product. (5) Given the reactants [F:1][C:2]1[C:3]([NH2:10])=[N:4][CH:5]=[C:6]([F:9])[C:7]=1[I:8].C(N([CH2:16][CH3:17])CC)C.[CH2:18]([S:21](Cl)(=[O:23])=[O:22])[CH2:19][CH3:20], predict the reaction product. The product is: [F:1][C:2]1[C:3]([N:10]([S:21]([CH2:18][CH2:16][CH3:17])(=[O:23])=[O:22])[S:21]([CH2:18][CH2:19][CH3:20])(=[O:23])=[O:22])=[N:4][CH:5]=[C:6]([F:9])[C:7]=1[I:8]. (6) Given the reactants C(O[C:6](=O)[N:7]([CH2:9][CH2:10][O:11][C:12]1[CH:17]=[CH:16][CH:15]=[CH:14][C:13]=1[C:18]([N:20]1[CH2:34][C:23]2=[C:24]3[N:29]([N:30]=[C:22]2[CH2:21]1)[C:28]([CH3:31])=[C:27]([Cl:32])[C:26]([CH3:33])=[N:25]3)=[O:19])C)(C)(C)C.O1CCOCC1.Cl, predict the reaction product. The product is: [Cl:32][C:27]1[C:26]([CH3:33])=[N:25][C:24]2[N:29]([N:30]=[C:22]3[CH2:21][N:20]([C:18]([C:13]4[CH:14]=[CH:15][CH:16]=[CH:17][C:12]=4[O:11][CH2:10][CH2:9][NH:7][CH3:6])=[O:19])[CH2:34][C:23]3=2)[C:28]=1[CH3:31]. (7) Given the reactants [Br:1][C:2]1[CH:7]=[C:6]([F:8])[C:5]([F:9])=[CH:4][C:3]=1[CH2:10][OH:11].[C:12]([Si:16](Cl)([CH3:18])[CH3:17])([CH3:15])([CH3:14])[CH3:13].N1C=CN=C1, predict the reaction product. The product is: [Br:1][C:2]1[CH:7]=[C:6]([F:8])[C:5]([F:9])=[CH:4][C:3]=1[CH2:10][O:11][Si:16]([C:12]([CH3:15])([CH3:14])[CH3:13])([CH3:18])[CH3:17]. (8) Given the reactants [CH3:1][O:2][C:3]1[CH:4]=[C:5]([C:11]([C@@H:13]2[C@:22]3([CH3:23])[C@H:17]([C:18]([CH3:25])([CH3:24])[CH2:19][CH2:20][CH2:21]3)[CH2:16][C@@H:15]([NH:26]CC3C=CC(OC)=CC=3)[C@H:14]2[CH3:36])=[O:12])[CH:6]=[C:7]([O:9][CH3:10])[CH:8]=1.Cl, predict the reaction product. The product is: [CH3:10][O:9][C:7]1[CH:6]=[C:5]([C:11]([C@@H:13]2[C@:22]3([CH3:23])[C@H:17]([C:18]([CH3:25])([CH3:24])[CH2:19][CH2:20][CH2:21]3)[CH2:16][C@@H:15]([NH2:26])[C@H:14]2[CH3:36])=[O:12])[CH:4]=[C:3]([O:2][CH3:1])[CH:8]=1. (9) Given the reactants [CH3:1][N:2]1[C:6]2=[N:7][CH:8]=[CH:9][CH:10]=[C:5]2[N:4]=[C:3]1S(C)(=O)=O.[CH:15]1([N:18]2[C:26]3[C:21](=[N:22][CH:23]=[CH:24][CH:25]=3)[N:20]([C:27]3[CH:32]=[CH:31][C:30]([OH:33])=[CH:29][CH:28]=3)[C:19]2=[O:34])[CH2:17][CH2:16]1.[H-].[Na+], predict the reaction product. The product is: [CH:15]1([N:18]2[C:26]3[C:21](=[N:22][CH:23]=[CH:24][CH:25]=3)[N:20]([C:27]3[CH:32]=[CH:31][C:30]([O:33][C:3]4[N:2]([CH3:1])[C:6]5=[N:7][CH:8]=[CH:9][CH:10]=[C:5]5[N:4]=4)=[CH:29][CH:28]=3)[C:19]2=[O:34])[CH2:17][CH2:16]1. (10) Given the reactants [CH2:1]([O:8][C:9]1[CH:34]=[CH:33][C:12]([NH:13][C:14]2[C:23]3[C:18](=[CH:19][C:20]([O:28][CH2:29][CH3:30])=[C:21]([NH:24]C(=O)C)[CH:22]=3)[N:17]=[CH:16][C:15]=2[C:31]#[N:32])=[CH:11][C:10]=1[Cl:35])[C:2]1[CH:7]=[CH:6][CH:5]=[CH:4][CH:3]=1.[OH-].[K+], predict the reaction product. The product is: [NH2:24][C:21]1[CH:22]=[C:23]2[C:18](=[CH:19][C:20]=1[O:28][CH2:29][CH3:30])[N:17]=[CH:16][C:15]([C:31]#[N:32])=[C:14]2[NH:13][C:12]1[CH:33]=[CH:34][C:9]([O:8][CH2:1][C:2]2[CH:3]=[CH:4][CH:5]=[CH:6][CH:7]=2)=[C:10]([Cl:35])[CH:11]=1.